Dataset: NCI-60 drug combinations with 297,098 pairs across 59 cell lines. Task: Regression. Given two drug SMILES strings and cell line genomic features, predict the synergy score measuring deviation from expected non-interaction effect. (1) Drug 1: C1CC(C1)(C(=O)O)C(=O)O.[NH2-].[NH2-].[Pt+2]. Drug 2: CN1C2=C(C=C(C=C2)N(CCCl)CCCl)N=C1CCCC(=O)O.Cl. Cell line: UACC62. Synergy scores: CSS=18.6, Synergy_ZIP=-7.90, Synergy_Bliss=-5.06, Synergy_Loewe=-14.9, Synergy_HSA=-4.63. (2) Drug 1: C1CC(C1)(C(=O)O)C(=O)O.[NH2-].[NH2-].[Pt+2]. Drug 2: C(CN)CNCCSP(=O)(O)O. Cell line: MDA-MB-231. Synergy scores: CSS=1.12, Synergy_ZIP=1.40, Synergy_Bliss=5.69, Synergy_Loewe=-1.32, Synergy_HSA=0.959.